This data is from Forward reaction prediction with 1.9M reactions from USPTO patents (1976-2016). The task is: Predict the product of the given reaction. (1) Given the reactants [F:1][C:2]([F:32])([F:31])[CH2:3][O:4][C:5]1[CH:6]=[C:7]([C:15]2[CH:20]=[C:19]([C:21]([F:24])([F:23])[F:22])[N:18]3[N:25]=[CH:26][C:27]([C:28](O)=O)=[C:17]3[N:16]=2)[CH:8]=[CH:9][C:10]=1[C:11]([F:14])([F:13])[F:12].[OH:33][NH:34][C:35]([C:37]1[S:38][C:39]([S:42](=[O:45])(=[O:44])[NH2:43])=[CH:40][CH:41]=1)=[NH:36], predict the reaction product. The product is: [F:32][C:2]([F:1])([F:31])[CH2:3][O:4][C:5]1[CH:6]=[C:7]([C:15]2[CH:20]=[C:19]([C:21]([F:22])([F:23])[F:24])[N:18]3[N:25]=[CH:26][C:27]([C:28]4[O:33][N:34]=[C:35]([C:37]5[S:38][C:39]([S:42]([NH2:43])(=[O:45])=[O:44])=[CH:40][CH:41]=5)[N:36]=4)=[C:17]3[N:16]=2)[CH:8]=[CH:9][C:10]=1[C:11]([F:12])([F:13])[F:14]. (2) Given the reactants Cl[CH2:2][C@@H:3]1[O:7][C:6](=[O:8])[NH:5][CH2:4]1.[N-:9]=[N+:10]=[N-:11].[Na+].[N-]=[N+]=[N-].C([N+](CCCC)(CCCC)CCCC)CCC, predict the reaction product. The product is: [N:9]([CH2:2][C@H:3]1[O:7][C:6](=[O:8])[NH:5][CH2:4]1)=[N+:10]=[N-:11]. (3) Given the reactants [N+:1]([C:4]1[CH:15]=[CH:14][C:7]([CH2:8][C@@H:9]([C:11]([OH:13])=[O:12])[NH2:10])=[CH:6][CH:5]=1)([O-:3])=[O:2].O=S(Cl)Cl.[CH3:20]O, predict the reaction product. The product is: [NH2:10][CH:9]([CH2:8][C:7]1[CH:6]=[CH:5][C:4]([N+:1]([O-:3])=[O:2])=[CH:15][CH:14]=1)[C:11]([O:13][CH3:20])=[O:12]. (4) Given the reactants [CH3:1][O:2][C:3](=[O:12])[C:4]1[CH:9]=[CH:8][C:7]([F:10])=[C:6]([OH:11])[CH:5]=1.[Cl:13][C:14]1[CH:19]=[CH:18][C:17]([CH2:20][CH2:21]O)=[CH:16][CH:15]=1.C1(P(C2C=CC=CC=2)C2C=CC=CC=2)C=CC=CC=1.CCOC(/N=N/C(OCC)=O)=O, predict the reaction product. The product is: [CH3:1][O:2][C:3](=[O:12])[C:4]1[CH:9]=[CH:8][C:7]([F:10])=[C:6]([O:11][CH2:21][CH2:20][C:17]2[CH:18]=[CH:19][C:14]([Cl:13])=[CH:15][CH:16]=2)[CH:5]=1. (5) Given the reactants [NH:1]1[C:9]2[C:4](=[CH:5][C:6]([O:10][C:11](=[O:17])[N:12]([CH2:15][CH3:16])[CH2:13][CH3:14])=[CH:7][CH:8]=2)[CH:3]=[CH:2]1.[H-].[Na+].[CH3:20][C:21]([Si:24](Cl)([CH3:26])[CH3:25])([CH3:23])[CH3:22], predict the reaction product. The product is: [C:21]([Si:24]([CH3:26])([CH3:25])[N:1]1[C:9]2[C:4](=[CH:5][C:6]([O:10][C:11](=[O:17])[N:12]([CH2:15][CH3:16])[CH2:13][CH3:14])=[CH:7][CH:8]=2)[CH:3]=[CH:2]1)([CH3:23])([CH3:22])[CH3:20]. (6) Given the reactants [CH3:1][S:2]([OH:5])(=[O:4])=[O:3].[CH:6]1([NH:9][C:10](=[O:35])[C:11]2[CH:16]=[CH:15][C:14]([CH3:17])=[C:13]([N:18]3[C:27](=[O:28])[C:26]4[C:21](=[CH:22][CH:23]=[C:24]([CH2:29][CH2:30][CH2:31][N:32]([CH3:34])[CH3:33])[CH:25]=4)[N:20]=[CH:19]3)[CH:12]=2)[CH2:8][CH2:7]1, predict the reaction product. The product is: [CH3:1][S:2]([OH:5])(=[O:4])=[O:3].[CH:6]1([NH:9][C:10](=[O:35])[C:11]2[CH:16]=[CH:15][C:14]([CH3:17])=[C:13]([N:18]3[C:27](=[O:28])[C:26]4[C:21](=[CH:22][CH:23]=[C:24]([CH2:29][CH2:30][CH2:31][N:32]([CH3:33])[CH3:34])[CH:25]=4)[N:20]=[CH:19]3)[CH:12]=2)[CH2:8][CH2:7]1. (7) Given the reactants [CH3:16][C:11]1([CH3:17])[C:12]([CH3:15])([CH3:14])[O:13][B:9]([B:9]2[O:13][C:12]([CH3:15])([CH3:14])[C:11]([CH3:17])([CH3:16])[O:10]2)[O:10]1.[Cl:19][C:20]1[CH:25]=[CH:24][CH:23]=[C:22]([Cl:26])[C:21]=1[O:27][C:28]([F:31])([F:30])[F:29], predict the reaction product. The product is: [Cl:19][C:20]1[CH:25]=[C:24]([B:9]2[O:10][C:11]([CH3:16])([CH3:17])[C:12]([CH3:14])([CH3:15])[O:13]2)[CH:23]=[C:22]([Cl:26])[C:21]=1[O:27][C:28]([F:29])([F:30])[F:31].